Dataset: Microsomal clearance measurements from AstraZeneca. Task: Regression/Classification. Given a drug SMILES string, predict its absorption, distribution, metabolism, or excretion properties. Task type varies by dataset: regression for continuous measurements (e.g., permeability, clearance, half-life) or binary classification for categorical outcomes (e.g., BBB penetration, CYP inhibition). For this dataset (clearance_microsome_az), we predict log10(clearance) (log10 of the in vitro intrinsic clearance, CLint, in uL/min per mg of human liver microsomal protein, equivalently mL/min/g; values are censored to the assay range of 3 to 150, which is 0.477 to 2.18 on this log10 scale). (1) The drug is CC1(C)[C@@H]2CC[C@@]1(CS(=O)(=O)NC1CCN(c3ccc(C(F)(F)F)cn3)CC1)C(=O)C2. The log10(clearance) is 1.88. (2) The drug is CCOC(=O)c1ccc(OCCC2CCN(c3ccc(C)nn3)CC2)cc1. The log10(clearance) is 2.18. (3) The compound is COc1cccc(NC(=O)CC23CC4CC(CC(C4)C2)C3)c1C. The log10(clearance) is 2.18. (4) The compound is CN(C)CCC=C1c2ccccc2C=Cc2ccccc21. The log10(clearance) is 0.610.